Predict the product of the given reaction. From a dataset of Forward reaction prediction with 1.9M reactions from USPTO patents (1976-2016). Given the reactants I[C:2]([C:5]([O:8][C:9]([C:12]([S:15]([F:18])(=[O:17])=[O:16])([F:14])[F:13])([F:11])[F:10])([F:7])[F:6])([F:4])[F:3].[Si:19]([CH:26]=[CH2:27])([O:24][CH3:25])([O:22][CH3:23])[O:20][CH3:21].C(OOC(=O)C1C=CC=CC=1)(=O)C1C=CC=CC=1, predict the reaction product. The product is: [Si:19]([CH2:26][CH2:27][C:2]([C:5]([O:8][C:9]([C:12]([S:15]([F:18])(=[O:17])=[O:16])([F:14])[F:13])([F:11])[F:10])([F:7])[F:6])([F:4])[F:3])([O:24][CH3:25])([O:22][CH3:23])[O:20][CH3:21].